Predict the product of the given reaction. From a dataset of Forward reaction prediction with 1.9M reactions from USPTO patents (1976-2016). (1) Given the reactants [CH2:1]([N:4]1[CH2:7][CH:6]([C:8]2[CH:13]=[CH:12][C:11]([NH2:14])=[CH:10][CH:9]=2)[CH2:5]1)[CH2:2][CH3:3].[F:15][C:16]([F:30])([F:29])[CH2:17][CH2:18][C:19]1[CH:24]=[CH:23][C:22]([S:25](Cl)(=[O:27])=[O:26])=[CH:21][CH:20]=1, predict the reaction product. The product is: [CH2:1]([N:4]1[CH2:5][CH:6]([C:8]2[CH:9]=[CH:10][C:11]([NH:14][S:25]([C:22]3[CH:21]=[CH:20][C:19]([CH2:18][CH2:17][C:16]([F:15])([F:29])[F:30])=[CH:24][CH:23]=3)(=[O:27])=[O:26])=[CH:12][CH:13]=2)[CH2:7]1)[CH2:2][CH3:3]. (2) Given the reactants [C:1]([C:3]1[CH:4]=[N:5][C:6]2[C:11]([C:12]=1[Cl:13])=[CH:10][C:9]([OH:14])=[C:8]([O:15][CH3:16])[CH:7]=2)#[N:2].[CH2:17](Br)[C:18]#[CH:19].[O-]CCCC.[K+], predict the reaction product. The product is: [C:1]([C:3]1[CH:4]=[N:5][C:6]2[C:11]([C:12]=1[Cl:13])=[CH:10][C:9]([O:14][CH2:19][C:18]#[CH:17])=[C:8]([O:15][CH3:16])[CH:7]=2)#[N:2]. (3) Given the reactants Cl.[CH:2]1([CH2:5][O:6][C:7]2[CH:12]=[C:11]([O:13][CH3:14])[CH:10]=[CH:9][C:8]=2[C:15]2[C:16]3[NH:23][C:22]([CH3:24])=[C:21]([C:25]([NH:27][C@@H:28]4[CH2:32][CH2:31][NH:30][CH2:29]4)=[O:26])[C:17]=3[N:18]=[CH:19][N:20]=2)[CH2:4][CH2:3]1.[C:33](Cl)(=[O:35])[CH3:34], predict the reaction product. The product is: [C:33]([N:30]1[CH2:31][CH2:32][C@@H:28]([NH:27][C:25]([C:21]2[C:17]3[N:18]=[CH:19][N:20]=[C:15]([C:8]4[CH:9]=[CH:10][C:11]([O:13][CH3:14])=[CH:12][C:7]=4[O:6][CH2:5][CH:2]4[CH2:4][CH2:3]4)[C:16]=3[NH:23][C:22]=2[CH3:24])=[O:26])[CH2:29]1)(=[O:35])[CH3:34]. (4) Given the reactants [Cl:1][C:2]1[CH:7]=[CH:6][C:5]([C:8]2[C:9](=[O:24])[N:10]([CH2:18][C:19]([O:21]CC)=[O:20])[C:11]3([CH2:17][CH2:16][O:15][CH2:14][CH2:13]3)[N:12]=2)=[CH:4][CH:3]=1.[OH-].[Na+], predict the reaction product. The product is: [Cl:1][C:2]1[CH:7]=[CH:6][C:5]([C:8]2[C:9](=[O:24])[N:10]([CH2:18][C:19]([OH:21])=[O:20])[C:11]3([CH2:17][CH2:16][O:15][CH2:14][CH2:13]3)[N:12]=2)=[CH:4][CH:3]=1. (5) Given the reactants [NH2:1][C:2]1[CH:7]=[CH:6][N:5]([CH2:8][CH2:9][CH2:10][CH2:11][N:12]2[CH:16]=[C:15]([C:17]([NH:19][CH2:20][C:21]3[CH:26]=[CH:25][CH:24]=[C:23]([O:27][C:28]([F:31])([F:30])[F:29])[CH:22]=3)=[O:18])[N:14]=[N:13]2)[C:4](=[O:32])[CH:3]=1.[C:33](Cl)(=[O:39])[O:34][CH2:35][CH:36]([CH3:38])[CH3:37], predict the reaction product. The product is: [CH2:35]([O:34][C:33](=[O:39])[NH:1][C:2]1[CH:7]=[CH:6][N:5]([CH2:8][CH2:9][CH2:10][CH2:11][N:12]2[CH:16]=[C:15]([C:17](=[O:18])[NH:19][CH2:20][C:21]3[CH:26]=[CH:25][CH:24]=[C:23]([O:27][C:28]([F:30])([F:31])[F:29])[CH:22]=3)[N:14]=[N:13]2)[C:4](=[O:32])[CH:3]=1)[CH:36]([CH3:38])[CH3:37]. (6) Given the reactants [NH2:1][C:2]1[C:6]([C:7]#[N:8])=[CH:5][NH:4][N:3]=1.[CH2:9](Br)[CH2:10][CH3:11].C(=O)([O-])[O-].[K+].[K+], predict the reaction product. The product is: [NH2:1][C:2]1[N:3]([CH2:9][CH2:10][CH3:11])[N:4]=[CH:5][C:6]=1[C:7]#[N:8].